Task: Predict the reactants needed to synthesize the given product.. Dataset: Full USPTO retrosynthesis dataset with 1.9M reactions from patents (1976-2016) (1) Given the product [C:31]1([CH2:37][CH2:38][C:39]([O:29][CH2:28][C@@H:16]2[C@@H:17]([O:21][C:22]([O:24][CH2:25][CH:26]=[CH2:27])=[O:23])[C:18]([F:19])([F:20])[C@H:14]([N:11]3[CH:12]=[CH:13][C:8]([NH:7][C:5]([O:4][CH2:1][CH:2]=[CH2:3])=[O:6])=[N:9][C:10]3=[O:30])[O:15]2)=[O:40])[CH:36]=[CH:35][CH:34]=[CH:33][CH:32]=1, predict the reactants needed to synthesize it. The reactants are: [CH2:1]([O:4][C:5]([NH:7][C:8]1[CH:13]=[CH:12][N:11]([C@H:14]2[C:18]([F:20])([F:19])[C@H:17]([O:21][C:22]([O:24][CH2:25][CH:26]=[CH2:27])=[O:23])[C@@H:16]([CH2:28][OH:29])[O:15]2)[C:10](=[O:30])[N:9]=1)=[O:6])[CH:2]=[CH2:3].[C:31]1([CH2:37][CH2:38][C:39](O)=[O:40])[CH:36]=[CH:35][CH:34]=[CH:33][CH:32]=1.C1(N=C=NC2CCCCC2)CCCCC1. (2) Given the product [Br:1][C:2]1[CH:7]=[CH:6][CH:5]=[CH:4][C:3]=1[CH2:8][CH:9]([OH:10])[CH2:11][CH3:12], predict the reactants needed to synthesize it. The reactants are: [Br:1][C:2]1[CH:7]=[CH:6][CH:5]=[CH:4][C:3]=1[CH2:8][CH:9]=[O:10].[CH2:11]([Mg]Br)[CH2:12]C. (3) Given the product [CH2:1]([O:3][C:4](=[O:18])[C@@H:5]([O:15][CH2:16][CH3:17])[CH2:6][C:7]1[CH:12]=[CH:11][C:10]([O:13][CH2:34][CH2:33][CH2:32][O:31][C:30]2[CH:50]=[CH:51][C:27]([C:19](=[O:26])[C:20]3[CH:25]=[CH:24][CH:23]=[CH:22][CH:21]=3)=[CH:28][CH:29]=2)=[C:9]([Cl:14])[CH:8]=1)[CH3:2], predict the reactants needed to synthesize it. The reactants are: [CH2:1]([O:3][C:4](=[O:18])[C@@H:5]([O:15][CH2:16][CH3:17])[CH2:6][C:7]1[CH:12]=[CH:11][C:10]([OH:13])=[C:9]([Cl:14])[CH:8]=1)[CH3:2].[C:19]([C:27]1[CH:51]=[CH:50][C:30]([O:31][CH2:32][CH2:33][CH2:34]OC2C=CC(C[C@H](OCC)C(O)=O)=CC=2)=[CH:29][CH:28]=1)(=[O:26])[C:20]1[CH:25]=[CH:24][CH:23]=[CH:22][CH:21]=1. (4) Given the product [CH2:29]([O:20][C:6]1[C:5]([O:21][CH3:22])=[C:4]([O:3][CH2:1][CH3:2])[CH:9]=[CH:8][C:7]=1[C:10]1[CH:18]=[CH:17][CH:16]=[C:15]2[C:11]=1[CH2:12][CH2:13][C:14]2=[O:19])[CH3:30], predict the reactants needed to synthesize it. The reactants are: [CH2:1]([O:3][C:4]1[CH:9]=[CH:8][C:7]([C:10]2[CH:18]=[CH:17][CH:16]=[C:15]3[C:11]=2[CH2:12][CH2:13][C:14]3=[O:19])=[C:6]([OH:20])[C:5]=1[O:21][CH3:22])[CH3:2].C(=O)([O-])[O-].[K+].[K+].[CH2:29](I)[CH3:30].